Dataset: Full USPTO retrosynthesis dataset with 1.9M reactions from patents (1976-2016). Task: Predict the reactants needed to synthesize the given product. (1) Given the product [F:8][C:9]1[CH:14]=[CH:13][CH:12]=[C:11]([F:15])[C:10]=1[CH2:16][O:17][C:18]([C:27]1[CH:32]=[CH:31][C:30]([C:33]([S:34]([C:37]2[CH:42]=[CH:41][C:40]([F:43])=[CH:39][CH:38]=2)(=[O:36])=[O:35])=[CH2:1])=[CH:29][CH:28]=1)([C:23]([F:24])([F:25])[F:26])[C:19]([F:21])([F:22])[F:20], predict the reactants needed to synthesize it. The reactants are: [C:1](OC(=O)C)(=O)C.[F:8][C:9]1[CH:14]=[CH:13][CH:12]=[C:11]([F:15])[C:10]=1[CH2:16][O:17][C:18]([C:27]1[CH:32]=[CH:31][C:30]([CH2:33][S:34]([C:37]2[CH:42]=[CH:41][C:40]([F:43])=[CH:39][CH:38]=2)(=[O:36])=[O:35])=[CH:29][CH:28]=1)([C:23]([F:26])([F:25])[F:24])[C:19]([F:22])([F:21])[F:20].CN(C)CN(C)C. (2) Given the product [Cl:1][CH2:2][C:3]([NH:11][C:8]1[CH:9]=[CH:10][O:6][N:7]=1)=[O:4], predict the reactants needed to synthesize it. The reactants are: [Cl:1][CH2:2][C:3](Cl)=[O:4].[O:6]1[CH:10]=[CH:9][C:8]([NH2:11])=[N:7]1. (3) The reactants are: [F-:1].[K+].[Cl:3][C:4]1[CH:5]=[C:6]2[C:10](=[C:11](I)[CH:12]=1)[C:9](=[O:14])[N:8]([CH2:15][C:16]1[CH:21]=[CH:20][C:19]([F:22])=[CH:18][CH:17]=1)[CH2:7]2.COC(=O)[C:26](Cl)([F:28])[F:27]. Given the product [Cl:3][C:4]1[CH:5]=[C:6]2[C:10](=[C:11]([C:26]([F:28])([F:1])[F:27])[CH:12]=1)[C:9](=[O:14])[N:8]([CH2:15][C:16]1[CH:21]=[CH:20][C:19]([F:22])=[CH:18][CH:17]=1)[CH2:7]2, predict the reactants needed to synthesize it. (4) Given the product [CH2:8]([C:10]1[C:18]2[C:13](=[CH:14][C:15]([F:19])=[CH:16][CH:17]=2)[N:12]([C:20]2[N:24]=[C:23]([CH:25]3[CH2:30][CH2:29][N:28]([CH2:38][CH:39]4[CH2:44][CH2:43][N:42]([C:45]([O:47][C:48]([CH3:49])([CH3:51])[CH3:50])=[O:46])[CH2:41][CH2:40]4)[CH2:27][CH2:26]3)[O:22][N:21]=2)[N:11]=1)[CH3:9], predict the reactants needed to synthesize it. The reactants are: FC(F)(F)C(O)=O.[CH2:8]([C:10]1[C:18]2[C:13](=[CH:14][C:15]([F:19])=[CH:16][CH:17]=2)[N:12]([C:20]2[N:24]=[C:23]([CH:25]3[CH2:30][CH2:29][NH:28][CH2:27][CH2:26]3)[O:22][N:21]=2)[N:11]=1)[CH3:9].C(=O)([O-])[O-].[K+].[K+].Br[CH2:38][CH:39]1[CH2:44][CH2:43][N:42]([C:45]([O:47][C:48]([CH3:51])([CH3:50])[CH3:49])=[O:46])[CH2:41][CH2:40]1.[I-].[Na+]. (5) Given the product [CH3:1][O:2][C:3](=[O:37])[C:4]1[CH:9]=[CH:8][C:7]([C:10]([C:17]2[NH:26][C:20]3=[N:21][CH:22]=[C:23]([CH3:25])[CH:24]=[C:19]3[CH:18]=2)=[CH:11][CH:12]2[CH2:13][CH2:14][CH2:15][CH2:16]2)=[CH:6][C:5]=1[F:36], predict the reactants needed to synthesize it. The reactants are: [CH3:1][O:2][C:3](=[O:37])[C:4]1[CH:9]=[CH:8][C:7]([C:10]([C:17]2[N:26](S(C3C=CC=CC=3)(=O)=O)[C:20]3=[N:21][CH:22]=[C:23]([CH3:25])[CH:24]=[C:19]3[CH:18]=2)=[CH:11][CH:12]2[CH2:16][CH2:15][CH2:14][CH2:13]2)=[CH:6][C:5]=1[F:36].[F-].C([N+](CCCC)(CCCC)CCCC)CCC.O1CCCC1.